The task is: Predict the reactants needed to synthesize the given product.. This data is from Full USPTO retrosynthesis dataset with 1.9M reactions from patents (1976-2016). (1) The reactants are: [NH2:1][C:2]1([C:15]([NH2:17])=[O:16])[CH2:7][CH2:6][N:5]([CH2:8][C:9]2[CH:14]=[CH:13][CH:12]=[CH:11][CH:10]=2)[CH2:4][CH2:3]1.[CH2:18](OC(OCC)OCC)C. Given the product [CH2:8]([N:5]1[CH2:4][CH2:3][C:2]2([NH:1][CH:18]=[N:17][C:15]2=[O:16])[CH2:7][CH2:6]1)[C:9]1[CH:10]=[CH:11][CH:12]=[CH:13][CH:14]=1, predict the reactants needed to synthesize it. (2) Given the product [CH2:19]([O:18][C:16](=[O:17])/[CH:15]=[CH:26]/[C:28]1[CH:37]=[CH:36][CH:35]=[C:34]([C:38]([F:39])([F:40])[F:41])[C:29]=1[C:30]([O:32][CH3:33])=[O:31])[C:20]1[CH:21]=[CH:22][CH:23]=[CH:24][CH:25]=1, predict the reactants needed to synthesize it. The reactants are: CCCCCC.[H-].[Na+].COP([CH2:15][C:16]([O:18][CH2:19][C:20]1[CH:25]=[CH:24][CH:23]=[CH:22][CH:21]=1)=[O:17])(OC)=O.[CH:26]([C:28]1[CH:37]=[CH:36][CH:35]=[C:34]([C:38]([F:41])([F:40])[F:39])[C:29]=1[C:30]([O:32][CH3:33])=[O:31])=O. (3) The reactants are: [Cl:1][C:2]1[CH:11]=[CH:10][CH:9]=[C:8]([CH:12]2[CH2:17][CH2:16][CH2:15][CH2:14][CH2:13]2)[C:3]=1[C:4]([O:6]C)=[O:5].[OH-].[Na+]. Given the product [Cl:1][C:2]1[CH:11]=[CH:10][CH:9]=[C:8]([CH:12]2[CH2:13][CH2:14][CH2:15][CH2:16][CH2:17]2)[C:3]=1[C:4]([OH:6])=[O:5], predict the reactants needed to synthesize it. (4) Given the product [CH2:17]([C:11]1[N:10]=[C:9]2[C:14]([C:15]([OH:16])=[CH:6][CH:7]=[N:8]2)=[CH:13][CH:12]=1)[CH3:18], predict the reactants needed to synthesize it. The reactants are: C(OC([C:6]1[C:15](=[O:16])[C:14]2[C:9](=[N:10][C:11]([CH2:17][CH3:18])=[CH:12][CH:13]=2)[NH:8][CH:7]=1)=O)C.[OH-].[Na+]. (5) Given the product [NH:16]1[C:24]2[C:19](=[CH:20][CH:21]=[CH:22][CH:23]=2)[C:18]([S:25][C:26]2[CH:31]=[CH:30][CH:29]=[CH:28][C:27]=2[CH2:32][C:33]([N:7]([CH3:8])[CH3:1])=[O:35])=[CH:17]1, predict the reactants needed to synthesize it. The reactants are: [CH:1]1([N:7]=[C:8]=NC2CCCCC2)CCCCC1.[NH:16]1[C:24]2[C:19](=[CH:20][CH:21]=[CH:22][CH:23]=2)[C:18]([S:25][C:26]2[CH:31]=[CH:30][CH:29]=[CH:28][C:27]=2[CH2:32][C:33]([OH:35])=O)=[CH:17]1.CNC. (6) Given the product [Br:8][C:4]1[CH:5]=[CH:6][CH:7]=[C:2]([C:14]2[CH:15]=[CH:16][C:11]([C:10]([F:21])([F:20])[F:9])=[CH:12][CH:13]=2)[N:3]=1, predict the reactants needed to synthesize it. The reactants are: Br[C:2]1[CH:7]=[CH:6][CH:5]=[C:4]([Br:8])[N:3]=1.[F:9][C:10]([F:21])([F:20])[C:11]1[CH:16]=[CH:15][C:14](B(O)O)=[CH:13][CH:12]=1.C(=O)([O-])[O-].[Na+].[Na+]. (7) Given the product [Br:1][C:2]1[CH:7]=[CH:6][C:5]([N:8]2[CH2:13][CH2:12][N:11]([C:18]([O:20][C:21]([CH3:24])([CH3:23])[CH3:22])=[O:19])[CH2:10][CH2:9]2)=[CH:4][C:3]=1[C:14]([F:15])([F:17])[F:16], predict the reactants needed to synthesize it. The reactants are: [Br:1][C:2]1[CH:7]=[CH:6][C:5]([N:8]2[CH2:13][CH2:12][NH:11][CH2:10][CH2:9]2)=[CH:4][C:3]=1[C:14]([F:17])([F:16])[F:15].[C:18](O[C:18]([O:20][C:21]([CH3:24])([CH3:23])[CH3:22])=[O:19])([O:20][C:21]([CH3:24])([CH3:23])[CH3:22])=[O:19]. (8) Given the product [NH2:12][C:9]1[C:10]([C:14]([C:16]2[CH:17]=[N:18][CH:19]=[CH:20][CH:21]=2)=[O:23])=[CH:11][C:6]([F:5])=[C:7]([F:13])[CH:8]=1, predict the reactants needed to synthesize it. The reactants are: B(Cl)(Cl)Cl.[F:5][C:6]1[CH:11]=[CH:10][C:9]([NH2:12])=[CH:8][C:7]=1[F:13].[C:14]([C:16]1[CH:17]=[N:18][CH:19]=[CH:20][CH:21]=1)#N.Cl.[OH-:23].[Na+]. (9) Given the product [F:23][C:2]([F:1])([CH2:15][O:16][C:17]1[CH:18]=[CH:19][CH:20]=[CH:21][CH:22]=1)[CH2:3][CH2:4][C@@H:5]1[C@@H:12]2[C@@H:8]([O:9][C:10](=[O:13])[CH2:11]2)[CH2:7][C@H:6]1[O:14][CH:25]1[CH2:26][CH2:27][CH2:28][CH2:29][O:24]1, predict the reactants needed to synthesize it. The reactants are: [F:1][C:2]([F:23])([CH2:15][O:16][C:17]1[CH:22]=[CH:21][CH:20]=[CH:19][CH:18]=1)[CH2:3][CH2:4][C@@H:5]1[C@@H:12]2[C@@H:8]([O:9][C:10](=[O:13])[CH2:11]2)[CH2:7][C@H:6]1[OH:14].[O:24]1[CH:29]=[CH:28][CH2:27][CH2:26][CH2:25]1.C1(C)C=CC(S(O)(=O)=O)=CC=1.